From a dataset of NCI-60 drug combinations with 297,098 pairs across 59 cell lines. Regression. Given two drug SMILES strings and cell line genomic features, predict the synergy score measuring deviation from expected non-interaction effect. (1) Drug 1: COC1=NC(=NC2=C1N=CN2C3C(C(C(O3)CO)O)O)N. Drug 2: C(CCl)NC(=O)N(CCCl)N=O. Cell line: SF-539. Synergy scores: CSS=11.8, Synergy_ZIP=-6.01, Synergy_Bliss=-6.17, Synergy_Loewe=-3.30, Synergy_HSA=-5.00. (2) Drug 1: C1=CC(=CC=C1CC(C(=O)O)N)N(CCCl)CCCl.Cl. Drug 2: CC(C)(C#N)C1=CC(=CC(=C1)CN2C=NC=N2)C(C)(C)C#N. Cell line: 786-0. Synergy scores: CSS=24.9, Synergy_ZIP=-6.18, Synergy_Bliss=0.715, Synergy_Loewe=-0.789, Synergy_HSA=-0.718. (3) Drug 1: CNC(=O)C1=CC=CC=C1SC2=CC3=C(C=C2)C(=NN3)C=CC4=CC=CC=N4. Drug 2: C1=CC=C(C=C1)NC(=O)CCCCCCC(=O)NO. Cell line: SK-MEL-28. Synergy scores: CSS=2.94, Synergy_ZIP=-0.913, Synergy_Bliss=1.81, Synergy_Loewe=-7.20, Synergy_HSA=-1.36. (4) Drug 1: C1CC(=O)NC(=O)C1N2CC3=C(C2=O)C=CC=C3N. Drug 2: C1CCC(C(C1)N)N.C(=O)(C(=O)[O-])[O-].[Pt+4]. Cell line: K-562. Synergy scores: CSS=11.7, Synergy_ZIP=-6.29, Synergy_Bliss=-8.33, Synergy_Loewe=-17.9, Synergy_HSA=-6.66. (5) Drug 1: CC1=C(C=C(C=C1)NC(=O)C2=CC=C(C=C2)CN3CCN(CC3)C)NC4=NC=CC(=N4)C5=CN=CC=C5. Drug 2: CCC1(CC2CC(C3=C(CCN(C2)C1)C4=CC=CC=C4N3)(C5=C(C=C6C(=C5)C78CCN9C7C(C=CC9)(C(C(C8N6C)(C(=O)OC)O)OC(=O)C)CC)OC)C(=O)OC)O.OS(=O)(=O)O. Cell line: SF-539. Synergy scores: CSS=18.2, Synergy_ZIP=-2.36, Synergy_Bliss=-0.823, Synergy_Loewe=-54.4, Synergy_HSA=3.54.